From a dataset of Catalyst prediction with 721,799 reactions and 888 catalyst types from USPTO. Predict which catalyst facilitates the given reaction. (1) Reactant: [F:1][C:2]1([CH2:6][N:7]2[CH2:12][CH2:11][CH:10]([CH2:13][O:14][C:15]3[CH:20]=[CH:19][C:18]([C:21]4[CH:26]=[CH:25][C:24]([C:27]([O:29]C)=[O:28])=[CH:23][CH:22]=4)=[CH:17][CH:16]=3)[CH2:9][CH2:8]2)[CH2:5][CH2:4][CH2:3]1.O[Li].O. Product: [F:1][C:2]1([CH2:6][N:7]2[CH2:12][CH2:11][CH:10]([CH2:13][O:14][C:15]3[CH:20]=[CH:19][C:18]([C:21]4[CH:26]=[CH:25][C:24]([C:27]([OH:29])=[O:28])=[CH:23][CH:22]=4)=[CH:17][CH:16]=3)[CH2:9][CH2:8]2)[CH2:3][CH2:4][CH2:5]1. The catalyst class is: 6. (2) Reactant: [O:1]1[C:5]2[CH:6]=[CH:7][CH:8]=[CH:9][C:4]=2[CH:3]=[C:2]1[C:10]([NH:12][C@H:13]([C:28]([NH:30][CH2:31][CH2:32][CH2:33][CH2:34][CH2:35][C:36]#[N:37])=[O:29])[CH2:14][CH2:15][CH2:16][NH:17][C:18](=[O:27])[O:19][CH2:20][C:21]1[CH:26]=[CH:25][CH:24]=[CH:23][CH:22]=1)=[O:11].[N-:38]=[N+:39]=[N-:40].[Na+].Cl.C(N(CC)CC)C. Product: [CH2:20]([O:19][C:18](=[O:27])[NH:17][CH2:16][CH2:15][CH2:14][C@H:13]([NH:12][C:10]([C:2]1[O:1][C:5]2[CH:6]=[CH:7][CH:8]=[CH:9][C:4]=2[CH:3]=1)=[O:11])[C:28](=[O:29])[NH:30][CH2:31][CH2:32][CH2:33][CH2:34][CH2:35][C:36]1[N:38]=[N:39][NH:40][N:37]=1)[C:21]1[CH:22]=[CH:23][CH:24]=[CH:25][CH:26]=1. The catalyst class is: 60. (3) Reactant: CCN(C(C)C)C(C)C.[C:10]1([C:30]2[CH:35]=[CH:34][CH:33]=[CH:32][CH:31]=2)[CH:15]=[CH:14][C:13]([CH:16]([N:18]([CH2:26][C:27](O)=[O:28])[C:19]([O:21][C:22]([CH3:25])([CH3:24])[CH3:23])=[O:20])[CH3:17])=[CH:12][CH:11]=1.C1C=CC2N(O)N=NC=2C=1.CCN=C=NCCCN(C)C.Cl.[F:58][C:59]1[CH:60]=[CH:61][C:62]([C:73]([F:76])([F:75])[F:74])=[C:63]([C:65]([N:67]2[CH2:72][CH2:71][NH:70][CH2:69][CH2:68]2)=[O:66])[CH:64]=1. Product: [C:22]([O:21][C:19](=[O:20])[N:18]([CH:16]([C:13]1[CH:14]=[CH:15][C:10]([C:30]2[CH:35]=[CH:34][CH:33]=[CH:32][CH:31]=2)=[CH:11][CH:12]=1)[CH3:17])[CH2:26][C:27]([N:70]1[CH2:71][CH2:72][N:67]([C:65](=[O:66])[C:63]2[CH:64]=[C:59]([F:58])[CH:60]=[CH:61][C:62]=2[C:73]([F:76])([F:74])[F:75])[CH2:68][CH2:69]1)=[O:28])([CH3:23])([CH3:24])[CH3:25]. The catalyst class is: 18. (4) Product: [CH:26]12[CH2:28][CH2:29][CH:23]([CH:22]([C:21]3[C:15]4[C:16](=[N:17][CH:18]=[C:13]([NH:12][C:6](=[O:7])[C:5]5[CH:9]=[CH:10][CH:11]=[C:3]([C:1]#[N:2])[CH:4]=5)[C:14]=4[CH3:38])[N:19]([CH3:37])[CH:20]=3)[CH2:27]1)[CH2:24][NH:25]2. The catalyst class is: 17. Reactant: [C:1]([C:3]1[CH:4]=[C:5]([CH:9]=[CH:10][CH:11]=1)[C:6](Cl)=[O:7])#[N:2].[NH2:12][C:13]1[C:14]([CH3:38])=[C:15]2[C:21]([CH:22]3[CH2:27][CH:26]4[CH2:28][CH2:29][CH:23]3[CH2:24][N:25]4C(OC(C)(C)C)=O)=[CH:20][N:19]([CH3:37])[C:16]2=[N:17][CH:18]=1.